This data is from HIV replication inhibition screening data with 41,000+ compounds from the AIDS Antiviral Screen. The task is: Binary Classification. Given a drug SMILES string, predict its activity (active/inactive) in a high-throughput screening assay against a specified biological target. (1) The molecule is O=C1NC(=O)C(=CNC(=S)Nc2cc(Cl)ccc2Cl)C(=O)N1. The result is 0 (inactive). (2) The drug is O=[N+]([O-])c1ccc(-n2nc3ccc4c(no[n+]4[O-])c3n2)cc1. The result is 0 (inactive).